Dataset: Catalyst prediction with 721,799 reactions and 888 catalyst types from USPTO. Task: Predict which catalyst facilitates the given reaction. (1) Reactant: [C:1]([O:5][C:6](=[O:35])[NH:7][CH:8]([NH:17][C:18]1[CH:23]=[CH:22][C:21]([CH2:24][CH2:25][C:26]2[N:27]=[C:28]([NH:31][C:32](=[O:34])[CH3:33])[S:29][CH:30]=2)=[CH:20][CH:19]=1)[NH:9][C:10](=[O:16])[O:11][C:12]([CH3:15])([CH3:14])[CH3:13])([CH3:4])([CH3:3])[CH3:2].O1CCCC1.[Br:41]N1C(=O)CCC1=O. Product: [C:1]([O:5][C:6](=[O:35])[NH:7][CH:8]([NH:17][C:18]1[CH:19]=[CH:20][C:21]([CH2:24][CH2:25][C:26]2[N:27]=[C:28]([NH:31][C:32](=[O:34])[CH3:33])[S:29][C:30]=2[Br:41])=[CH:22][CH:23]=1)[NH:9][C:10](=[O:16])[O:11][C:12]([CH3:15])([CH3:14])[CH3:13])([CH3:2])([CH3:3])[CH3:4]. The catalyst class is: 5. (2) Reactant: Cl[C:2]1[C:7]2[N:8]=[C:9]([N:19]3[CH2:24][CH2:23][O:22][CH2:21][CH2:20]3)[N:10]=[C:11]([C:12]3[CH:17]=[CH:16][CH:15]=[C:14]([OH:18])[CH:13]=3)[C:6]=2[N:5]=[C:4]([C:25]([OH:27])=[O:26])[CH:3]=1.[C:28]1(B(O)O)[C:37]2[C:32](=[CH:33][CH:34]=[CH:35][CH:36]=2)[CH:31]=[CH:30][CH:29]=1.C(=O)([O-])[O-].[Cs+].[Cs+]. Product: [OH:18][C:14]1[CH:13]=[C:12]([C:11]2[C:6]3[N:5]=[C:4]([C:25]([OH:27])=[O:26])[CH:3]=[C:2]([C:36]4[C:37]5[C:32](=[CH:31][CH:30]=[CH:29][CH:28]=5)[CH:33]=[CH:34][CH:35]=4)[C:7]=3[N:8]=[C:9]([N:19]3[CH2:24][CH2:23][O:22][CH2:21][CH2:20]3)[N:10]=2)[CH:17]=[CH:16][CH:15]=1. The catalyst class is: 128. (3) Reactant: [C:1]([O:6][C@@H:7]1[C@@H:13]([O:14][C:15](=[O:19])[CH:16]([CH3:18])[CH3:17])[C@H:12]([O:20][C:21](=[O:25])[CH:22]([CH3:24])[CH3:23])[C@@H:11]([C:26]([O:28][CH3:29])=[O:27])[O:10][CH:8]1[OH:9])(=[O:5])[CH:2]([CH3:4])[CH3:3].[Cl:30][C:31]([Cl:35])([Cl:34])[C:32]#[N:33].C(=O)([O-])[O-].[K+].[K+]. Product: [C:1]([O:6][C@@H:7]1[C@@H:13]([O:14][C:15](=[O:19])[CH:16]([CH3:17])[CH3:18])[C@H:12]([O:20][C:21](=[O:25])[CH:22]([CH3:23])[CH3:24])[C@@H:11]([C:26]([O:28][CH3:29])=[O:27])[O:10][C@@H:8]1[O:9][C:32](=[NH:33])[C:31]([Cl:35])([Cl:34])[Cl:30])(=[O:5])[CH:2]([CH3:4])[CH3:3]. The catalyst class is: 2. (4) Reactant: S(O[CH2:12][CH2:13][CH2:14][C:15]1[CH:20]=[CH:19][C:18]([N:21]2[CH2:26][CH2:25][CH:24]([NH:27][C:28]([O:30][C:31]([CH3:34])([CH3:33])[CH3:32])=[O:29])[CH2:23][CH2:22]2)=[CH:17][CH:16]=1)(C1C=CC(C)=CC=1)(=O)=O.[NH:35]1[CH:39]=[N:38][CH:37]=[N:36]1.C(=O)([O-])[O-].[K+].[K+].O. The catalyst class is: 444. Product: [N:35]1([CH2:12][CH2:13][CH2:14][C:15]2[CH:16]=[CH:17][C:18]([N:21]3[CH2:26][CH2:25][CH:24]([NH:27][C:28]([O:30][C:31]([CH3:33])([CH3:34])[CH3:32])=[O:29])[CH2:23][CH2:22]3)=[CH:19][CH:20]=2)[CH:39]=[N:38][CH:37]=[N:36]1. (5) Reactant: [NH2:1][C:2]1[CH:12]=[CH:11][C:5]([C:6]([O:8][CH2:9][CH3:10])=[O:7])=[CH:4][CH:3]=1.[C:13](OC(=O)C)(=[O:15])[CH3:14].O. Product: [C:13]([NH:1][C:2]1[CH:3]=[CH:4][C:5]([C:6]([O:8][CH2:9][CH3:10])=[O:7])=[CH:11][CH:12]=1)(=[O:15])[CH3:14]. The catalyst class is: 3. (6) Reactant: [OH:1][C:2]1[CH:7]=[CH:6][C:5](/[C:8](/[CH2:38][CH3:39])=[C:9](\[C:25]2[CH:30]=[CH:29][C:28](/[CH:31]=[CH:32]/[C:33]([O:35][CH2:36][CH3:37])=[O:34])=[CH:27][CH:26]=2)/[C:10]2[CH:11]=[C:12]3[C:16](=[CH:17][CH:18]=2)[N:15]([CH:19]2[CH2:24][CH2:23][CH2:22][CH2:21][O:20]2)[N:14]=[CH:13]3)=[CH:4][CH:3]=1.[O:40]1[CH2:44][CH2:43]OC1=O.C(=O)([O-])[O-].[K+].[K+].C(OCC)(=O)C. Product: [OH:40][CH2:44][CH2:43][O:1][C:2]1[CH:3]=[CH:4][C:5](/[C:8](/[CH2:38][CH3:39])=[C:9](\[C:25]2[CH:26]=[CH:27][C:28](/[CH:31]=[CH:32]/[C:33]([O:35][CH2:36][CH3:37])=[O:34])=[CH:29][CH:30]=2)/[C:10]2[CH:11]=[C:12]3[C:16](=[CH:17][CH:18]=2)[N:15]([CH:19]2[CH2:24][CH2:23][CH2:22][CH2:21][O:20]2)[N:14]=[CH:13]3)=[CH:6][CH:7]=1. The catalyst class is: 3. (7) Reactant: [Cl:1][C:2]1[CH:3]=[C:4]2[C:8](=[CH:9][CH:10]=1)[NH:7][CH:6]=[C:5]2[CH2:11][CH2:12][NH:13][C:14](=[O:22])[C:15]1[CH:20]=[CH:19][CH:18]=[C:17](I)[CH:16]=1.[C:23]1([CH3:32])[CH:28]=[CH:27][CH:26]=[C:25](B(O)O)[CH:24]=1.C(=O)([O-])[O-].[Na+].[Na+]. Product: [Cl:1][C:2]1[CH:3]=[C:4]2[C:8](=[CH:9][CH:10]=1)[NH:7][CH:6]=[C:5]2[CH2:11][CH2:12][NH:13][C:14]([C:15]1[CH:16]=[C:17]([C:25]2[CH:26]=[CH:27][CH:28]=[C:23]([CH3:32])[CH:24]=2)[CH:18]=[CH:19][CH:20]=1)=[O:22]. The catalyst class is: 437. (8) Reactant: [CH3:1][C:2]1[N:3]=[C:4]([CH2:10][CH2:11][C:12]2[CH:17]=[CH:16][CH:15]=[CH:14][CH:13]=2)[O:5][C:6]=1[C:7]([NH2:9])=O.CN1CCOCC1.ClC(Cl)(Cl)C(Cl)=O.O. Product: [C:7]([C:6]1[O:5][C:4]([CH2:10][CH2:11][C:12]2[CH:17]=[CH:16][CH:15]=[CH:14][CH:13]=2)=[N:3][C:2]=1[CH3:1])#[N:9]. The catalyst class is: 13.